Dataset: Forward reaction prediction with 1.9M reactions from USPTO patents (1976-2016). Task: Predict the product of the given reaction. (1) The product is: [CH2:31]([N:28]1[CH2:29][CH2:30][CH:25]([C:23]([NH:22][C:19]2[CH:20]=[CH:21][C:16]([CH2:15][NH:14][C:5]3[C:4]4[C:9](=[CH:10][CH:11]=[C:2]([CH3:1])[CH:3]=4)[N:8]=[C:7]([Cl:12])[N:6]=3)=[CH:17][CH:18]=2)=[O:24])[CH2:26][CH2:27]1)[C:32]1[CH:37]=[CH:36][CH:35]=[CH:34][CH:33]=1. Given the reactants [CH3:1][C:2]1[CH:3]=[C:4]2[C:9](=[CH:10][CH:11]=1)[N:8]=[C:7]([Cl:12])[N:6]=[C:5]2Cl.[NH2:14][CH2:15][C:16]1[CH:21]=[CH:20][C:19]([NH:22][C:23]([CH:25]2[CH2:30][CH2:29][N:28]([CH2:31][C:32]3[CH:37]=[CH:36][CH:35]=[CH:34][CH:33]=3)[CH2:27][CH2:26]2)=[O:24])=[CH:18][CH:17]=1, predict the reaction product. (2) Given the reactants N1C=CN=C1.[Si:6](Cl)([C:9]([CH3:12])([CH3:11])[CH3:10])([CH3:8])[CH3:7].[OH:14][CH2:15][C:16]1[C:21]([OH:22])=[CH:20][CH:19]=[C:18]([CH3:23])[N:17]=1, predict the reaction product. The product is: [CH3:10][C:9]([Si:6]([CH3:8])([CH3:7])[O:14][CH2:15][C:16]1[C:21]([OH:22])=[CH:20][CH:19]=[C:18]([CH3:23])[N:17]=1)([CH3:12])[CH3:11]. (3) Given the reactants [N:1]1([CH:6]2[CH2:11][CH2:10][C:9](=O)[CH2:8][CH2:7]2)[CH:5]=[N:4][CH:3]=[N:2]1.[CH3:13][O:14][C:15]([C:17]1[S:18][C:19]([C:23]2[CH2:28][CH2:27][CH2:26][CH2:25][CH:24]=2)=[CH:20][C:21]=1[NH2:22])=[O:16].C1([SiH3])C=CC=CC=1, predict the reaction product. The product is: [CH3:13][O:14][C:15]([C:17]1[S:18][C:19]([C:23]2[CH2:28][CH2:27][CH2:26][CH2:25][CH:24]=2)=[CH:20][C:21]=1[NH:22][CH:9]1[CH2:10][CH2:11][CH:6]([N:1]2[CH:5]=[N:4][CH:3]=[N:2]2)[CH2:7][CH2:8]1)=[O:16]. (4) Given the reactants NC1(C(NC2C=CC(C=CC([O-])=O)=CC=2)=O)CCCC1.CCOC1N(C(OCC)=O)C2C(=CC=CC=2)C=C1.[NH2:39][C:40]1[CH:45]=[CH:44][C:43](/[CH:46]=[CH:47]/[C:48]([O:50][CH2:51][CH3:52])=[O:49])=[CH:42][CH:41]=1.[C:53]([O:57][C:58]([NH:60][C:61]1([C:66](O)=[O:67])[CH2:65][CH2:64][CH2:63][CH2:62]1)=[O:59])([CH3:56])([CH3:55])[CH3:54], predict the reaction product. The product is: [C:53]([O:57][C:58]([NH:60][C:61]1([C:66]([NH:39][C:40]2[CH:41]=[CH:42][C:43](/[CH:46]=[CH:47]/[C:48]([O:50][CH2:51][CH3:52])=[O:49])=[CH:44][CH:45]=2)=[O:67])[CH2:65][CH2:64][CH2:63][CH2:62]1)=[O:59])([CH3:56])([CH3:55])[CH3:54]. (5) Given the reactants [CH3:1][O:2][CH2:3][CH2:4][OH:5].[H-].[Na+].Br[C:9]1[CH:14]=[CH:13][C:12]([Br:15])=[CH:11][N:10]=1, predict the reaction product. The product is: [Br:15][C:12]1[CH:13]=[CH:14][C:9]([O:5][CH2:4][CH2:3][O:2][CH3:1])=[N:10][CH:11]=1.